Predict the reaction yield, written as a fraction of the theoretical maximum amount of product (1.0 means a 100% yield; for example, 0.34 means a 34% yield). From a dataset of Reaction yield outcomes from USPTO patents with 853,638 reactions. (1) The reactants are [O:1]1[CH2:6][CH2:5][N:4]([C:7]2[CH:12]=[CH:11][C:10]([NH:13][CH:14]=[C:15]3[C:23]4[C:18](=[CH:19][CH:20]=[CH:21][CH:22]=4)[NH:17][C:16]3=[O:24])=[CH:9][CH:8]=2)[CH2:3][CH2:2]1.[CH2:25]=O.[NH:27]1[CH2:32][CH2:31][CH2:30][CH2:29][CH2:28]1. The catalyst is CCO. The product is [N:4]1([C:7]2[CH:12]=[CH:11][C:10]([NH:13][CH:14]=[C:15]3[C:23]4[C:18](=[CH:19][CH:20]=[CH:21][CH:22]=4)[N:17]([CH2:25][N:27]4[CH2:32][CH2:31][CH2:30][CH2:29][CH2:28]4)[C:16]3=[O:24])=[CH:9][CH:8]=2)[CH2:5][CH2:6][O:1][CH2:2][CH2:3]1. The yield is 0.950. (2) The reactants are C(OC(=O)[NH:7][C@@H:8]1[C@H:13]([OH:14])[CH2:12][CH2:11][N:10]([C:15]([C:17]2[CH:39]=[CH:38][C:20]3[N:21]([CH3:37])[C:22]([C:24]4[N:32]([CH2:33][CH:34]5[CH2:36][CH2:35]5)[C:27]5=[N:28][CH:29]=[CH:30][CH:31]=[C:26]5[CH:25]=4)=[N:23][C:19]=3[CH:18]=2)=[O:16])[CH2:9]1)(C)(C)C.C(O)(C(F)(F)F)=O. The catalyst is ClCCl.CO. The product is [NH2:7][C@@H:8]1[C@H:13]([OH:14])[CH2:12][CH2:11][N:10]([C:15]([C:17]2[CH:39]=[CH:38][C:20]3[N:21]([CH3:37])[C:22]([C:24]4[N:32]([CH2:33][CH:34]5[CH2:36][CH2:35]5)[C:27]5=[N:28][CH:29]=[CH:30][CH:31]=[C:26]5[CH:25]=4)=[N:23][C:19]=3[CH:18]=2)=[O:16])[CH2:9]1. The yield is 1.00. (3) The reactants are [O:1]1[CH2:6][CH2:5][CH2:4][CH2:3][CH:2]1[N:7]1[C:11]([N+:12]([O-:14])=[O:13])=[CH:10][C:9]([C:15]([O:17]C)=[O:16])=[N:8]1.[OH-].[Li+]. The catalyst is CO.C1COCC1.O.O. The product is [O:1]1[CH2:6][CH2:5][CH2:4][CH2:3][CH:2]1[N:7]1[C:11]([N+:12]([O-:14])=[O:13])=[CH:10][C:9]([C:15]([OH:17])=[O:16])=[N:8]1. The yield is 0.640. (4) The reactants are [CH3:1][O:2][C:3]1[CH:9]=[C:8](B2OC(C)(C)C(C)(C)O2)[CH:7]=[CH:6][C:4]=1[NH2:5].[Si:19]([O:36][CH2:37][CH2:38][N:39]1[CH:43]=[C:42](I)[CH:41]=[N:40]1)([C:32]([CH3:35])([CH3:34])[CH3:33])([C:26]1[CH:31]=[CH:30][CH:29]=[CH:28][CH:27]=1)[C:20]1[CH:25]=[CH:24][CH:23]=[CH:22][CH:21]=1.C(Cl)Cl.C(=O)([O-])[O-].[Na+].[Na+]. The catalyst is C1COCC1.O.CCOC(C)=O.C1C=CC(P(C2C=CC=CC=2)[C-]2C=CC=C2)=CC=1.C1C=CC(P(C2C=CC=CC=2)[C-]2C=CC=C2)=CC=1.Cl[Pd]Cl.[Fe+2]. The product is [Si:19]([O:36][CH2:37][CH2:38][N:39]1[CH:43]=[C:42]([C:8]2[CH:7]=[CH:6][C:4]([NH2:5])=[C:3]([O:2][CH3:1])[CH:9]=2)[CH:41]=[N:40]1)([C:32]([CH3:35])([CH3:33])[CH3:34])([C:20]1[CH:25]=[CH:24][CH:23]=[CH:22][CH:21]=1)[C:26]1[CH:31]=[CH:30][CH:29]=[CH:28][CH:27]=1. The yield is 0.260.